From a dataset of Catalyst prediction with 721,799 reactions and 888 catalyst types from USPTO. Predict which catalyst facilitates the given reaction. (1) The catalyst class is: 93. Product: [CH3:1][O:2][C:3](=[O:11])[C:4]1[CH:9]=[CH:8][C:7]([NH:10][C:20](=[O:21])[CH:19]([Br:18])[CH3:23])=[CH:6][CH:5]=1. Reactant: [CH3:1][O:2][C:3](=[O:11])[C:4]1[CH:9]=[CH:8][C:7]([NH2:10])=[CH:6][CH:5]=1.N1C=CC=CC=1.[Br:18][CH:19]([CH3:23])[C:20](Br)=[O:21]. (2) Reactant: [Cl-].O[NH3+:3].[C:4](=[O:7])([O-])[OH:5].[Na+].CS(C)=O.[O:13]=[C:14]1[C:19]([CH2:20][C:21]2[CH:26]=[CH:25][C:24]([C:27]3[C:28]([C:33]#[N:34])=[CH:29][CH:30]=[CH:31][CH:32]=3)=[CH:23][CH:22]=2)=[C:18]([CH2:35][CH2:36][CH3:37])[N:17]2[N:38]=[CH:39][CH:40]=[C:16]2[N:15]1[CH:41]1[CH2:46][CH2:45][O:44][CH2:43][CH2:42]1. The catalyst class is: 13. Product: [O:7]=[C:4]1[O:5][N:3]=[C:33]([C:28]2[CH:29]=[CH:30][CH:31]=[CH:32][C:27]=2[C:24]2[CH:25]=[CH:26][C:21]([CH2:20][C:19]3[C:14](=[O:13])[N:15]([CH:41]4[CH2:42][CH2:43][O:44][CH2:45][CH2:46]4)[C:16]4[N:17]([N:38]=[CH:39][CH:40]=4)[C:18]=3[CH2:35][CH2:36][CH3:37])=[CH:22][CH:23]=2)[NH:34]1.